From a dataset of Reaction yield outcomes from USPTO patents with 853,638 reactions. Predict the reaction yield, written as a fraction of the theoretical maximum amount of product (1.0 means a 100% yield; for example, 0.34 means a 34% yield). (1) The reactants are [CH3:1][C@:2]12[CH2:19][CH2:18][C@H:17]3[C@@H:7]([C@@H:8]([OH:21])[CH:9]=[C:10]4[C@:15]3([CH3:16])[CH2:14][CH2:13][C@H:12]([OH:20])[CH2:11]4)[C@@H:6]1[CH2:5][CH2:4][C:3]2=[O:22].[CH3:23][Si:24](N[Si:24]([CH3:26])([CH3:25])[CH3:23])([CH3:26])[CH3:25]. The yield is 0.810. The product is [CH3:23][Si:24]([CH3:26])([CH3:25])[O:20][C@H:12]1[CH2:13][CH2:14][C@@:15]2([CH3:16])[C:10](=[CH:9][C@H:8]([O:21][Si:24]([CH3:26])([CH3:25])[CH3:23])[C@@H:7]3[C@@H:17]2[CH2:18][CH2:19][C@@:2]2([CH3:1])[C@H:6]3[CH2:5][CH2:4][C:3]2=[O:22])[CH2:11]1. The catalyst is S1(C2C(=CC=CC=2)C(=O)N1)(=O)=O.C(#N)C. (2) The reactants are C[O:2][C:3]([C:5]1[C:13]2[S:12][C:11]([NH:14][C:15](=[O:23])[C:16]3[CH:21]=[CH:20][C:19]([F:22])=[CH:18][CH:17]=3)=[N:10][C:9]=2[C:8]([O:24][CH3:25])=[CH:7][CH:6]=1)=O.[H-].[H-].[H-].[H-].[Li+].[Al+3].[H-].[H-].[H-].[H-].[Li+].[Al+3].C1COCC1.[OH-].[Na+].[O-]S([O-])(=O)=O.[Na+].[Na+]. The catalyst is C1COCC1.O.C1COCC1.O. The product is [F:22][C:19]1[CH:18]=[CH:17][C:16]([C:15]([NH:14][C:11]2[S:12][C:13]3[C:5]([CH2:3][OH:2])=[CH:6][CH:7]=[C:8]([O:24][CH3:25])[C:9]=3[N:10]=2)=[O:23])=[CH:21][CH:20]=1. The yield is 0.890. (3) The reactants are [C:1]([O:9]CC)([O:6][CH2:7][CH3:8])(OCC)[CH3:2].[CH3:12][C:13]1([CH3:24])[CH2:18][C:17]([CH3:20])([CH3:19])[CH2:16][C:15](=[CH:21][CH2:22]O)[CH2:14]1.C(O)(=O)CC. No catalyst specified. The product is [CH3:19][C:17]1([CH3:20])[CH2:18][C:13]([CH3:24])([CH3:12])[CH2:14][C:15]([CH2:2][C:1]([O:6][CH2:7][CH3:8])=[O:9])([CH:21]=[CH2:22])[CH2:16]1. The yield is 0.730. (4) The yield is 1.00. The product is [C:3]1([CH:9]2[CH2:14][CH2:13][CH2:12][CH2:11][CH:10]2[C:15]([OH:17])=[O:16])[CH:8]=[CH:7][CH:6]=[CH:5][CH:4]=1. The reactants are O=O.[C:3]1([C:9]2[CH2:14][CH2:13][CH2:12][CH2:11][C:10]=2[C:15]([OH:17])=[O:16])[CH:8]=[CH:7][CH:6]=[CH:5][CH:4]=1.C(N(CC)CC)C.[H][H]. The catalyst is COC(C)(C)C.CO. (5) The product is [Br:29][C:26]1[CH:27]=[C:28]2[C:23]([CH:22]=[CH:21][N:20]2[S:17]([C:15]2[CH:14]=[CH:13][C:12]([O:30][CH3:31])=[C:11]([N:8]3[CH2:7][CH2:6][NH:5][CH2:10][CH2:9]3)[CH:16]=2)(=[O:19])=[O:18])=[CH:24][CH:25]=1. The reactants are ClC(Cl)(Cl)C([N:5]1[CH2:10][CH2:9][N:8]([C:11]2[CH:16]=[C:15]([S:17]([N:20]3[C:28]4[C:23](=[CH:24][CH:25]=[C:26]([Br:29])[CH:27]=4)[CH:22]=[CH:21]3)(=[O:19])=[O:18])[CH:14]=[CH:13][C:12]=2[O:30][CH3:31])[CH2:7][CH2:6]1)=O.[OH-].[K+]. The catalyst is C1COCC1. The yield is 0.980.